Dataset: Reaction yield outcomes from USPTO patents with 853,638 reactions. Task: Predict the reaction yield, written as a fraction of the theoretical maximum amount of product (1.0 means a 100% yield; for example, 0.34 means a 34% yield). (1) The reactants are [C:1]([O:5][C:6]([N:8]1[CH2:13][CH2:12][N:11]([S:14]([C:17]2[CH:18]=[C:19]([CH:23]=[CH:24][C:25]=2[O:26][C:27]2[CH:32]=[C:31]([CH3:33])[CH:30]=[C:29]([CH3:34])[CH:28]=2)[C:20]([OH:22])=[O:21])(=[O:16])=[O:15])[CH2:10][CH2:9]1)=[O:7])([CH3:4])([CH3:3])[CH3:2].[C:35]([O-])([O-])=O.[K+].[K+].CI. The catalyst is CN(C=O)C. The product is [CH3:34][C:29]1[CH:28]=[C:27]([CH:32]=[C:31]([CH3:33])[CH:30]=1)[O:26][C:25]1[CH:24]=[CH:23][C:19]([C:20]([O:22][CH3:35])=[O:21])=[CH:18][C:17]=1[S:14]([N:11]1[CH2:10][CH2:9][N:8]([C:6]([O:5][C:1]([CH3:4])([CH3:3])[CH3:2])=[O:7])[CH2:13][CH2:12]1)(=[O:15])=[O:16]. The yield is 0.890. (2) The reactants are C(N1[CH:12]=[CH:11]N=C1)(N1C=CN=C1)=O.[CH2:13]([OH:20])[C:14]1[CH:19]=[CH:18][CH:17]=[CH:16][CH:15]=1. The catalyst is C(OCC)(=O)C.C(OCC)C. The product is [CH2:13]([O:20][C:13]([CH:14]1[CH2:19][C:11](=[CH2:12])[CH2:15]1)=[O:20])[C:14]1[CH:19]=[CH:18][CH:17]=[CH:16][CH:15]=1. The yield is 0.690. (3) The reactants are C([N:4]([CH2:8][CH3:9])[CH:5]([CH3:7])C)(C)C.IC[C:12]1[CH:17]=[CH:16][C:15]([CH2:18][CH2:19]C)=[CH:14][CH:13]=1.S([O-])([O-])(=O)=[O:22].[Mg+2].CN([CH:30]=[O:31])C. No catalyst specified. The product is [CH2:14]([C:15]1[CH:18]=[CH:19][C:9]([CH2:8][NH:4][CH2:5][C:7]([O:31][CH3:30])=[O:22])=[CH:17][CH:16]=1)[CH2:13][CH3:12]. The yield is 0.770. (4) The reactants are Br[C:2]1[CH:3]=[C:4]([N+:20]([O-:22])=[O:21])[C:5]([O:12][CH2:13][CH2:14][CH2:15][C:16]([F:19])([F:18])[F:17])=[C:6]([CH2:8]/[CH:9]=[CH:10]/[CH3:11])[CH:7]=1.P([O-])([O-])([O-])=O.[K+].[K+].[K+].O.[CH2:32](O)[CH3:33]. The catalyst is C1(C)C=CC=CC=1.C1C=CC([P]([Pd]([P](C2C=CC=CC=2)(C2C=CC=CC=2)C2C=CC=CC=2)([P](C2C=CC=CC=2)(C2C=CC=CC=2)C2C=CC=CC=2)[P](C2C=CC=CC=2)(C2C=CC=CC=2)C2C=CC=CC=2)(C2C=CC=CC=2)C2C=CC=CC=2)=CC=1. The product is [CH2:8]([C:6]1[CH:7]=[C:2]([CH:32]=[CH2:33])[CH:3]=[C:4]([N+:20]([O-:22])=[O:21])[C:5]=1[O:12][CH2:13][CH2:14][CH2:15][C:16]([F:19])([F:18])[F:17])/[CH:9]=[CH:10]/[CH3:11]. The yield is 0.706. (5) The product is [Cl:1][C:2]1[CH:26]=[CH:25][C:5]([O:6][C:7](=[O:8])[N:9]([C@H:10]2[CH2:15][CH2:14][C@H:13]([C:16]#[C:17][CH2:18][N:29]([CH2:27][CH3:28])[CH2:30][CH2:31][O:32][CH3:33])[CH2:12][CH2:11]2)[CH3:24])=[CH:4][CH:3]=1. The catalyst is CO. The reactants are [Cl:1][C:2]1[CH:26]=[CH:25][C:5]([O:6][C:7]([N:9]([CH3:24])[C@H:10]2[CH2:15][CH2:14][C@H:13]([C:16]#[C:17][CH2:18]OS(C)(=O)=O)[CH2:12][CH2:11]2)=[O:8])=[CH:4][CH:3]=1.[CH2:27]([NH:29][CH2:30][CH2:31][O:32][CH3:33])[CH3:28]. The yield is 0.830. (6) The reactants are [NH2:1][C@H:2]([C:10](O)=[O:11])[CH2:3][C:4]1[CH:9]=[CH:8][CH:7]=[CH:6][CH:5]=1.[BH4-].[Na+].II.CO. The catalyst is C1COCC1. The product is [NH2:1][C@@H:2]([CH2:3][C:4]1[CH:9]=[CH:8][CH:7]=[CH:6][CH:5]=1)[CH2:10][OH:11]. The yield is 0.990. (7) The reactants are CN1CCOCC1.[O:8]1[C:12]2[CH:13]=[CH:14][CH:15]=[CH:16][C:11]=2[CH:10]=[C:9]1[C:17]([OH:19])=O.CN(C(ON1N=NC2C=CC=CC1=2)=[N+](C)C)C.F[P-](F)(F)(F)(F)F.[OH:44][C@@H:45]1[C@@H:51]([NH:52][C:53]([C:55]2([NH2:61])[CH2:60][CH2:59][CH2:58][CH2:57][CH2:56]2)=[O:54])[CH2:50][CH2:49][C@@H:48]([CH3:62])[N:47]([S:63]([C:66]2[CH:71]=[CH:70][CH:69]=[CH:68][N:67]=2)(=[O:65])=[O:64])[CH2:46]1. The catalyst is CN(C=O)C.CCOC(C)=O. The product is [OH:44][C@@H:45]1[C@@H:51]([NH:52][C:53]([C:55]2([NH:61][C:17]([C:9]3[O:8][C:12]4[CH:13]=[CH:14][CH:15]=[CH:16][C:11]=4[CH:10]=3)=[O:19])[CH2:60][CH2:59][CH2:58][CH2:57][CH2:56]2)=[O:54])[CH2:50][CH2:49][C@@H:48]([CH3:62])[N:47]([S:63]([C:66]2[CH:71]=[CH:70][CH:69]=[CH:68][N:67]=2)(=[O:65])=[O:64])[CH2:46]1. The yield is 0.810. (8) The reactants are [F:1][C:2]([F:18])([C:12]1[CH:17]=[CH:16][CH:15]=[CH:14][CH:13]=1)[C:3](=[O:11])[CH2:4]P(=O)(OC)OC.O.[OH-].[Li+].[C:22]([O:25][C@@H:26]1[C@H:30]([CH2:31][CH2:32][CH2:33][CH2:34][CH2:35][CH2:36][C:37]([O:39][CH3:40])=[O:38])[C@@H:29]([CH:41]=O)[C@H:28]([O:43][CH:44]2[CH2:49][CH2:48][CH2:47][CH2:46][O:45]2)[CH2:27]1)(=[O:24])[CH3:23]. The catalyst is COC(C)(C)C.O. The product is [C:22]([O:25][C@@H:26]1[C@H:30]([CH2:31][CH2:32][CH2:33][CH2:34][CH2:35][CH2:36][C:37]([O:39][CH3:40])=[O:38])[C@@H:29](/[CH:41]=[CH:4]/[C:3](=[O:11])[C:2]([F:1])([F:18])[C:12]2[CH:13]=[CH:14][CH:15]=[CH:16][CH:17]=2)[C@H:28]([O:43][CH:44]2[CH2:49][CH2:48][CH2:47][CH2:46][O:45]2)[CH2:27]1)(=[O:24])[CH3:23]. The yield is 0.744. (9) The reactants are [CH3:1][O:2][C:3]1[CH:12]=[CH:11][C:6]([C:7]([O:9][CH3:10])=[O:8])=[CH:5][C:4]=1[NH:13][C:14]([C:16]1[S:17][CH:18]=[CH:19][CH:20]=1)=[NH:15].[O-]Cl.[Na+].C([O-])(O)=O.[Na+]. The catalyst is CO. The product is [CH3:1][O:2][C:3]1[C:4]2[NH:13][C:14]([C:16]3[S:17][CH:18]=[CH:19][CH:20]=3)=[N:15][C:5]=2[C:6]([C:7]([O:9][CH3:10])=[O:8])=[CH:11][CH:12]=1. The yield is 0.570. (10) The reactants are [CH3:1][C:2]1([CH3:16])[C:6]([CH3:8])([CH3:7])[O:5][B:4]([C:9]2[CH:15]=[CH:14][C:12]([NH2:13])=[CH:11][CH:10]=2)[O:3]1.[C:17]1(=O)[CH2:21][CH2:20][CH2:19][CH2:18]1.[BH-](OC(C)=O)(OC(C)=O)OC(C)=O.[Na+].CC(O)=O. The catalyst is ClCCCl. The product is [CH:17]1([NH:13][C:12]2[CH:14]=[CH:15][C:9]([B:4]3[O:3][C:2]([CH3:16])([CH3:1])[C:6]([CH3:7])([CH3:8])[O:5]3)=[CH:10][CH:11]=2)[CH2:21][CH2:20][CH2:19][CH2:18]1. The yield is 0.340.